From a dataset of Forward reaction prediction with 1.9M reactions from USPTO patents (1976-2016). Predict the product of the given reaction. Given the reactants [C:1]1([C:7]2[NH:11][CH:10]=[C:9]([C:12](OCC)=[O:13])[CH:8]=2)[CH:6]=[CH:5][CH:4]=[CH:3][CH:2]=1.[H-].C([Al+]CC(C)C)C(C)C.O.S([O-])([O-])(=O)=O.[Mg+2], predict the reaction product. The product is: [C:1]1([C:7]2[NH:11][CH:10]=[C:9]([CH2:12][OH:13])[CH:8]=2)[CH:6]=[CH:5][CH:4]=[CH:3][CH:2]=1.